From a dataset of Reaction yield outcomes from USPTO patents with 853,638 reactions. Predict the reaction yield, written as a fraction of the theoretical maximum amount of product (1.0 means a 100% yield; for example, 0.34 means a 34% yield). (1) The reactants are [CH2:1]1[CH:4]([C:5]([OH:7])=[O:6])[NH:3][CH2:2]1.[H-].[Na+].[Cl:10][C:11]1[CH:12]=[C:13]([C:17]2[C:22]([O:23][CH3:24])=[CH:21][CH:20]=[C:19]([CH2:25][C:26]3[CH:27]=[CH:28][C:29](F)=[N:30][CH:31]=3)[C:18]=2[F:33])[CH:14]=[CH:15][CH:16]=1.Cl. The catalyst is CCOC(C)=O.O.CN(C=O)C. The product is [Cl:10][C:11]1[CH:12]=[C:13]([C:17]2[C:22]([O:23][CH3:24])=[CH:21][CH:20]=[C:19]([CH2:25][C:26]3[CH:27]=[CH:28][C:29]([N:3]4[CH2:2][CH2:1][CH:4]4[C:5]([OH:7])=[O:6])=[N:30][CH:31]=3)[C:18]=2[F:33])[CH:14]=[CH:15][CH:16]=1. The yield is 0.0600. (2) The reactants are [C:1]([C:3]1[CH:8]=[CH:7][C:6]([CH:9]([CH3:15])[C:10]([O:12]CC)=[O:11])=[CH:5][C:4]=1[CH3:16])#[N:2].O1CCCC1.O.[OH-].[Na+]. The catalyst is C(OC(=O)C)C.C(O)(=O)C. The yield is 0.990. The product is [C:1]([C:3]1[CH:8]=[CH:7][C:6]([CH:9]([CH3:15])[C:10]([OH:12])=[O:11])=[CH:5][C:4]=1[CH3:16])#[N:2]. (3) The reactants are [NH:1]1[CH:5]=[C:4]([C:6]#[N:7])[N:3]=[CH:2]1.[CH3:8][Si:9]([CH3:16])([CH3:15])[CH2:10][CH2:11][O:12][CH2:13]Cl.C([O-])([O-])=O.[K+].[K+].CC(C)=O. The catalyst is CCOC(C)=O. The product is [CH3:8][Si:9]([CH3:16])([CH3:15])[CH2:10][CH2:11][O:12][CH2:13][N:1]1[CH:5]=[C:4]([C:6]#[N:7])[N:3]=[CH:2]1. The yield is 0.700. (4) The reactants are [NH2:1][CH:2]([C:12]1[C:20]2[C:15](=[CH:16][CH:17]=[C:18]([Br:21])[CH:19]=2)[NH:14][CH:13]=1)[CH2:3][NH:4][C:5](=[O:11])[O:6][C:7]([CH3:10])([CH3:9])[CH3:8].C(N(CC)CC)C.[F:29][C:30]([F:41])([F:40])[C:31](O[C:31](=[O:32])[C:30]([F:41])([F:40])[F:29])=[O:32]. The catalyst is ClCCl. The product is [C:7]([O:6][C:5](=[O:11])[NH:4][CH2:3][CH:2]([C:12]1[C:20]2[C:15](=[CH:16][CH:17]=[C:18]([Br:21])[CH:19]=2)[NH:14][CH:13]=1)[NH:1][C:31](=[O:32])[C:30]([F:41])([F:40])[F:29])([CH3:9])([CH3:10])[CH3:8]. The yield is 0.690. (5) The reactants are [C:1]([O:5][C:6](=[O:23])[NH:7][CH:8]([C:14]1[C:19]([CH2:20]Cl)=[CH:18][C:17]([Cl:22])=[CH:16][N:15]=1)[CH:9]1[CH2:13][CH2:12][O:11][CH2:10]1)([CH3:4])([CH3:3])[CH3:2].[H-].[Na+]. The yield is 0.910. The product is [C:1]([O:5][C:6]([N:7]1[CH2:20][C:19]2[C:14](=[N:15][CH:16]=[C:17]([Cl:22])[CH:18]=2)[CH:8]1[CH:9]1[CH2:13][CH2:12][O:11][CH2:10]1)=[O:23])([CH3:4])([CH3:3])[CH3:2]. The catalyst is CN(C=O)C.